From a dataset of Reaction yield outcomes from USPTO patents with 853,638 reactions. Predict the reaction yield, written as a fraction of the theoretical maximum amount of product (1.0 means a 100% yield; for example, 0.34 means a 34% yield). (1) The yield is 0.245. No catalyst specified. The product is [OH:60][CH2:59][CH2:61][NH:62][C:25]([C:8]1[C:5]2=[N:6][CH:7]=[C:2]([CH3:1])[CH:3]=[C:4]2[N:10]([CH2:11][C:12]2[C:17]([CH3:18])=[C:16]([O:19][CH2:20][C:21]([F:22])([F:24])[F:23])[CH:15]=[CH:14][N:13]=2)[CH:9]=1)=[O:26]. The reactants are [CH3:1][C:2]1[CH:3]=[C:4]2[N:10]([CH2:11][C:12]3[C:17]([CH3:18])=[C:16]([O:19][CH2:20][C:21]([F:24])([F:23])[F:22])[CH:15]=[CH:14][N:13]=3)[CH:9]=[C:8]([C:25](O)=[O:26])[C:5]2=[N:6][CH:7]=1.CN1C(=O)CCC1.CN(C(ON1N=NC2C=CC=NC1=2)=[N+](C)C)C.F[P-](F)(F)(F)(F)F.[CH2:59]([CH2:61][NH2:62])[OH:60].C(N(CC)CC)C. (2) The reactants are [OH:1][CH2:2][CH:3]1[C:24]2[C:19](=[CH:20][CH:21]=[CH:22][CH:23]=2)[O:18][C:5]2([CH2:10][CH2:9][N:8](C(OC(C)(C)C)=O)[CH2:7][CH2:6]2)[CH2:4]1.[ClH:25]. The catalyst is C(Cl)Cl. The product is [ClH:25].[NH:8]1[CH2:9][CH2:10][C:5]2([CH2:4][CH:3]([CH2:2][OH:1])[C:24]3[C:19](=[CH:20][CH:21]=[CH:22][CH:23]=3)[O:18]2)[CH2:6][CH2:7]1. The yield is 0.950. (3) The reactants are [Cl:1][C:2]1[N:7]=[C:6](Cl)[CH:5]=[CH:4][N:3]=1.[CH:9]([N:12](C(C)C)CC)(C)[CH3:10].C(CN)[OH:19]. The catalyst is C(O)C. The product is [Cl:1][C:2]1[N:7]=[C:6]([NH:12][CH:9]([OH:19])[CH3:10])[CH:5]=[CH:4][N:3]=1. The yield is 0.800. (4) The reactants are [F:1][C:2]1[C:3]([CH:9]2[CH2:13][CH2:12][CH2:11][O:10]2)=[C:4]([CH:6]=[CH:7][CH:8]=1)[NH2:5].[Br:14]N1C(=O)CCC1=O. The catalyst is C(OC)(C)(C)C.C(#N)C.CCCCCC. The product is [Br:14][C:8]1[CH:7]=[CH:6][C:4]([NH2:5])=[C:3]([CH:9]2[CH2:13][CH2:12][CH2:11][O:10]2)[C:2]=1[F:1]. The yield is 0.900. (5) The reactants are [C:1]([C:3]1[CH:11]=[C:10]2[C:6]([CH:7]=[C:8]([C:12]([O:14]CC)=O)[NH:9]2)=[CH:5][CH:4]=1)#[N:2].[NH3:17].CO. No catalyst specified. The product is [C:1]([C:3]1[CH:11]=[C:10]2[C:6]([CH:7]=[C:8]([C:12]([NH2:17])=[O:14])[NH:9]2)=[CH:5][CH:4]=1)#[N:2]. The yield is 0.886. (6) The reactants are [CH2:1]([O:8][C:9](=[O:14])[C@H:10]([CH2:12][OH:13])[NH2:11])[C:2]1[CH:7]=[CH:6][CH:5]=[CH:4][CH:3]=1.[C:15]([O:27][C@H:28]([CH2:33][CH2:34][CH2:35][CH2:36][CH2:37][CH2:38][CH2:39][CH2:40][CH2:41][CH2:42][CH3:43])[CH2:29][C:30](O)=[O:31])(=[O:26])[CH2:16][CH2:17][CH2:18][CH2:19][CH2:20][CH2:21][CH2:22][CH2:23][CH2:24][CH3:25].C(Cl)CCl.CI. The catalyst is C(Cl)Cl. The product is [CH2:1]([O:8][C:9](=[O:14])[C@H:10]([CH2:12][OH:13])[NH:11][C:30](=[O:31])[CH2:29][C@H:28]([O:27][C:15](=[O:26])[CH2:16][CH2:17][CH2:18][CH2:19][CH2:20][CH2:21][CH2:22][CH2:23][CH2:24][CH3:25])[CH2:33][CH2:34][CH2:35][CH2:36][CH2:37][CH2:38][CH2:39][CH2:40][CH2:41][CH2:42][CH3:43])[C:2]1[CH:7]=[CH:6][CH:5]=[CH:4][CH:3]=1. The yield is 0.920.